From a dataset of Catalyst prediction with 721,799 reactions and 888 catalyst types from USPTO. Predict which catalyst facilitates the given reaction. Reactant: [CH:1]1([CH2:6][CH:7]([C:11]2[CH:16]=[CH:15][CH:14]=[CH:13][CH:12]=2)[C:8](O)=[O:9])[CH2:5][CH2:4][CH2:3][CH2:2]1.S(Cl)([Cl:19])=O. Product: [CH:1]1([CH2:6][CH:7]([C:11]2[CH:16]=[CH:15][CH:14]=[CH:13][CH:12]=2)[C:8]([Cl:19])=[O:9])[CH2:5][CH2:4][CH2:3][CH2:2]1. The catalyst class is: 3.